From a dataset of Forward reaction prediction with 1.9M reactions from USPTO patents (1976-2016). Predict the product of the given reaction. The product is: [CH3:13][C:9]1[NH:8][C:7]2=[C:2]([N:15]3[CH2:16][CH2:17][C:18]4[C:23](=[CH:22][CH:21]=[CH:20][CH:19]=4)[CH2:14]3)[N:3]=[CH:4][CH:5]=[C:6]2[C:10]=1[S:11][CH3:12]. Given the reactants Cl[C:2]1[N:3]=[CH:4][CH:5]=[C:6]2[C:10]([S:11][CH3:12])=[C:9]([CH3:13])[NH:8][C:7]=12.[CH2:14]1[C:23]2[C:18](=[CH:19][CH:20]=[CH:21][CH:22]=2)[CH2:17][CH2:16][NH:15]1, predict the reaction product.